From a dataset of Peptide-MHC class II binding affinity with 134,281 pairs from IEDB. Regression. Given a peptide amino acid sequence and an MHC pseudo amino acid sequence, predict their binding affinity value. This is MHC class II binding data. (1) The peptide sequence is ITFLRPVLKAMHD. The MHC is DRB1_0401 with pseudo-sequence DRB1_0401. The binding affinity (normalized) is 0.145. (2) The peptide sequence is YDKELANVSTVLTGK. The MHC is DRB1_0401 with pseudo-sequence DRB1_0401. The binding affinity (normalized) is 0.552. (3) The peptide sequence is DKYNKQLMVSSCVTS. The MHC is DRB1_1302 with pseudo-sequence DRB1_1302. The binding affinity (normalized) is 0.134. (4) The peptide sequence is PADKYRTFVATFGAA. The MHC is DRB1_1201 with pseudo-sequence DRB1_1201. The binding affinity (normalized) is 0.0904. (5) The peptide sequence is QEPFKNLKTGKYAKM. The MHC is HLA-DQA10103-DQB10603 with pseudo-sequence HLA-DQA10103-DQB10603. The binding affinity (normalized) is 0.199. (6) The peptide sequence is ELYYAIHKASTVLAF. The MHC is DRB4_0101 with pseudo-sequence DRB4_0103. The binding affinity (normalized) is 0.572.